Dataset: Catalyst prediction with 721,799 reactions and 888 catalyst types from USPTO. Task: Predict which catalyst facilitates the given reaction. (1) Reactant: C(Cl)(=O)C(Cl)=O.CS(C)=O.[Br:11][C:12]1[CH:13]=[CH:14][C:15]2[CH:19]=[C:18]([CH2:20][OH:21])[S:17][C:16]=2[CH:22]=1.C(N(CC)CC)C. Product: [Br:11][C:12]1[CH:13]=[CH:14][C:15]2[CH:19]=[C:18]([CH:20]=[O:21])[S:17][C:16]=2[CH:22]=1. The catalyst class is: 2. (2) Reactant: [CH2:1]1[CH2:11]CN2C(=NCCC2)CC1.[Br:12][C:13]1[CH:14]=[C:15]([C:19]([C:21]2[CH:26]=[C:25]([CH3:27])[C:24]([Cl:28])=[CH:23][C:22]=2[OH:29])=O)[CH:16]=[CH:17][CH:18]=1.C([CH:32]([CH2:36][C:37](Cl)=[O:38])[C:33](Cl)=[O:34])C.[OH2:40]. Product: [CH2:11]([O:40][C:37](=[O:38])[CH2:36][C:32]1[C:33](=[O:34])[O:29][C:22]2[C:21]([C:19]=1[C:15]1[CH:16]=[CH:17][CH:18]=[C:13]([Br:12])[CH:14]=1)=[CH:26][C:25]([CH3:27])=[C:24]([Cl:28])[CH:23]=2)[CH3:1]. The catalyst class is: 10. (3) Reactant: [C:1]1([C@H:7]2[NH:12][CH2:11][C:10](=[O:13])[O:9][CH2:8]2)[CH:6]=[CH:5][CH:4]=[CH:3][CH:2]=1.[N:14]1[CH:19]=[CH:18][C:17]([CH:20]=[O:21])=[CH:16][CH:15]=1. Product: [C:1]1([C@@H:7]2[CH2:8][O:9][C:10](=[O:13])[C@H:11]3[C@H:20]([C:17]4[CH:18]=[CH:19][N:14]=[CH:15][CH:16]=4)[O:21][C@H:20]([C:17]4[CH:18]=[CH:19][N:14]=[CH:15][CH:16]=4)[N:12]23)[CH:2]=[CH:3][CH:4]=[CH:5][CH:6]=1. The catalyst class is: 11. (4) Reactant: [F:1][C:2](=[C:11]([C:13]1[CH:14]=[C:15]2[C:20](=[CH:21][C:22]=1[O:23][CH3:24])[O:19][C:18]([CH3:26])([CH3:25])[CH:17]=[C:16]2[CH:27]([CH3:29])[CH3:28])[CH3:12])[CH:3]=[CH:4][C:5]([CH3:10])=[CH:6][C:7]([O-:9])=[O:8].C1COCC1.[OH-].[Na+]. The catalyst class is: 8. Product: [F:1][C:2](=[C:11]([C:13]1[CH:14]=[C:15]2[C:20](=[CH:21][C:22]=1[O:23][CH3:24])[O:19][C:18]([CH3:26])([CH3:25])[CH:17]=[C:16]2[CH:27]([CH3:29])[CH3:28])[CH3:12])[CH:3]=[CH:4][C:5]([CH3:10])=[CH:6][C:7]([OH:9])=[O:8]. (5) Reactant: [C:1]([O:5][C:6]([NH:8][C@@:9]([CH3:15])([CH2:13][OH:14])[C:10]([OH:12])=O)=[O:7])([CH3:4])([CH3:3])[CH3:2].C(N(CC)C(C)C)(C)C.[O:25]1[CH2:29][CH2:28][O:27][CH:26]1[C:30]1[CH:36]=[C:35]([O:37][CH3:38])[CH:34]=[CH:33][C:31]=1[NH2:32].F[P-](F)(F)(F)(F)F.C[N+](C)=C(N(C)C)ON1C2N=CC=CC=2N=N1. Product: [O:25]1[CH2:29][CH2:28][O:27][CH:26]1[C:30]1[CH:36]=[C:35]([O:37][CH3:38])[CH:34]=[CH:33][C:31]=1[NH:32][C:10](=[O:12])[C@:9]([NH:8][C:6](=[O:7])[O:5][C:1]([CH3:2])([CH3:3])[CH3:4])([CH3:15])[CH2:13][OH:14]. The catalyst class is: 384.